Task: Binary Classification. Given a drug SMILES string, predict its activity (active/inactive) in a high-throughput screening assay against a specified biological target.. Dataset: HIV replication inhibition screening data with 41,000+ compounds from the AIDS Antiviral Screen The compound is CC(=O)OC1CN(OCC2OC(OC(C)=O)C(OC(C)=O)C(OC(C)=O)C2OC(C)=O)CC(OC(C)=O)C1OC(C)=O. The result is 0 (inactive).